Predict the reactants needed to synthesize the given product. From a dataset of Full USPTO retrosynthesis dataset with 1.9M reactions from patents (1976-2016). (1) The reactants are: [F:1][C:2]1[CH:7]=[CH:6][CH:5]=[CH:4][C:3]=1[C:8]1[CH:13]=[CH:12][C:11]([N+:14]([O-])=O)=[CH:10][N:9]=1. Given the product [F:1][C:2]1[CH:7]=[CH:6][CH:5]=[CH:4][C:3]=1[C:8]1[N:9]=[CH:10][C:11]([NH2:14])=[CH:12][CH:13]=1, predict the reactants needed to synthesize it. (2) Given the product [CH3:24][C:25]1[CH:29]=[C:28]([CH3:30])[N:27]([C:2]2[N:11]=[C:10]([NH:13][C:14]3[CH:15]=[CH:16][CH:17]=[C:18]4[C:23]=3[N:22]=[CH:21][CH:20]=[CH:19]4)[C:9]3[C:4](=[CH:5][CH:6]=[CH:7][CH:8]=3)[N:3]=2)[N:26]=1, predict the reactants needed to synthesize it. The reactants are: Cl[C:2]1[N:11]=[C:10](Cl)[C:9]2[C:4](=[CH:5][CH:6]=[CH:7][CH:8]=2)[N:3]=1.[NH2:13][C:14]1[CH:15]=[CH:16][CH:17]=[C:18]2[C:23]=1[N:22]=[CH:21][CH:20]=[CH:19]2.[CH3:24][C:25]1[CH:29]=[C:28]([CH3:30])[NH:27][N:26]=1.